From a dataset of hERG Central: cardiac toxicity at 1µM, 10µM, and general inhibition. Predict hERG channel inhibition at various concentrations. (1) The molecule is Cc1cc(N2CCN(S(=O)(=O)c3ccc4ccccc4c3)CC2)n2ncnc2n1. Results: hERG_inhib (hERG inhibition (general)): blocker. (2) The molecule is CC(C(=O)Nc1ccc(C#N)cc1)N(C)CC(=O)Nc1cccc(F)c1. Results: hERG_inhib (hERG inhibition (general)): blocker. (3) The molecule is Cc1nn(CC(=O)NCCCN2CCN(Cc3ccccc3)CC2)c(=O)c2cc(-c3ccccc3)nn12. Results: hERG_inhib (hERG inhibition (general)): blocker. (4) The compound is COc1ccc(CN2CCCC(CO)(Cc3ccc(F)cc3)C2)c(OC)c1OC. Results: hERG_inhib (hERG inhibition (general)): blocker. (5) The drug is CC(NC(=O)C1=CC=CN2CCS(=O)(=O)N=C12)c1ccc(Cl)cc1Cl. Results: hERG_inhib (hERG inhibition (general)): blocker. (6) The drug is C=CCn1c(SCC(=O)N2CCCCCC2)nc2ccccc2c1=O. Results: hERG_inhib (hERG inhibition (general)): blocker.